Dataset: Drug-target binding data from BindingDB using IC50 measurements. Task: Regression. Given a target protein amino acid sequence and a drug SMILES string, predict the binding affinity score between them. We predict pIC50 (pIC50 = -log10(IC50 in M); higher means more potent). Dataset: bindingdb_ic50. The compound is OCCCCNc1cncc(-c2cncc(Nc3cccc(Cl)c3)n2)c1. The target is XTSFAESXKPVQQPSAFGS. The pIC50 is 5.4.